This data is from Full USPTO retrosynthesis dataset with 1.9M reactions from patents (1976-2016). The task is: Predict the reactants needed to synthesize the given product. (1) Given the product [CH3:9][C:8]1[NH:7][C:6]([C:10]2[CH:15]=[CH:14][CH:13]=[CH:12][C:11]=2[NH:16][CH2:17][CH:18]2[CH2:22][CH2:21][NH:20][CH2:19]2)=[CH:5][C:4]=1[C:1]([NH2:2])=[O:3], predict the reactants needed to synthesize it. The reactants are: [C:1]([C:4]1[CH:5]=[C:6]([C:10]2[CH:15]=[CH:14][CH:13]=[CH:12][C:11]=2[NH:16][CH2:17][CH:18]2[CH2:22][CH2:21][N:20](C(OC(C)(C)C)=O)[CH2:19]2)[NH:7][C:8]=1[CH3:9])(=[O:3])[NH2:2].Cl. (2) Given the product [CH3:24][C:22]1([CH3:25])[O:21][N:20]=[C:19]([S:16][CH2:2][C:3]2[C:4]([CH3:10])=[N:5][S:6][C:7]=2[C:8]#[N:9])[CH2:23]1, predict the reactants needed to synthesize it. The reactants are: Br[CH2:2][C:3]1[C:4]([CH3:10])=[N:5][S:6][C:7]=1[C:8]#[N:9].NC(N)=S.C[S:16]([C:19]1[CH2:23][C:22]([CH3:25])([CH3:24])[O:21][N:20]=1)(=O)=O.C(=O)([O-])[O-].[K+].[K+]. (3) Given the product [CH3:27][C:15]1[CH:14]=[C:13]([NH:12][C:4]2[C:3]3[C:8](=[CH:9][CH:10]=[CH:11][C:2]=3[O:1][C@H:29]([CH3:31])[C:28]([O:33][CH3:34])=[O:32])[N:7]=[CH:6][N:5]=2)[CH:18]=[CH:17][C:16]=1[O:19][C:20]1[CH:21]=[N:22][C:23]([CH3:26])=[CH:24][CH:25]=1, predict the reactants needed to synthesize it. The reactants are: [OH:1][C:2]1[CH:11]=[CH:10][CH:9]=[C:8]2[C:3]=1[C:4]([NH:12][C:13]1[CH:18]=[CH:17][C:16]([O:19][C:20]3[CH:21]=[N:22][C:23]([CH3:26])=[CH:24][CH:25]=3)=[C:15]([CH3:27])[CH:14]=1)=[N:5][CH:6]=[N:7]2.[C:28]([O:33][CH3:34])(=[O:32])[C@H:29]([CH3:31])O. (4) The reactants are: [I:1][C:2]1[CH:7]=[CH:6][C:5]([CH3:8])=[CH:4][C:3]=1[N+:9]([O-])=O.[Cl-:12].[NH4+]. Given the product [ClH:12].[I:1][C:2]1[CH:7]=[CH:6][C:5]([CH3:8])=[CH:4][C:3]=1[NH2:9], predict the reactants needed to synthesize it.